From a dataset of Reaction yield outcomes from USPTO patents with 853,638 reactions. Predict the reaction yield, written as a fraction of the theoretical maximum amount of product (1.0 means a 100% yield; for example, 0.34 means a 34% yield). The yield is 0.986. The reactants are C(O[C:6](=O)[N:7]([CH2:9][CH2:10][C@H:11]1[CH2:16][CH2:15][C@H:14](/[CH:17]=[CH:18]/[CH2:19][OH:20])[CH2:13][CH2:12]1)C)(C)(C)C.[ClH:22]. The product is [ClH:22].[CH3:6][NH:7][CH2:9][CH2:10][C@H:11]1[CH2:16][CH2:15][C@H:14](/[CH:17]=[CH:18]/[CH2:19][OH:20])[CH2:13][CH2:12]1. The catalyst is O1CCOCC1.